From a dataset of Forward reaction prediction with 1.9M reactions from USPTO patents (1976-2016). Predict the product of the given reaction. (1) Given the reactants [CH2:1]([O:3][C:4]([C:6]1[C:7]2[O:14][C:13]([C:15]([O:17]CC3C=CC=CC=3)=[O:16])=[C:12]([NH:25][C:26]3[CH:31]=[CH:30][C:29]([Si:32]([CH3:35])([CH3:34])[CH3:33])=[CH:28][C:27]=3[F:36])[C:8]=2[CH:9]=[N:10][CH:11]=1)=[O:5])[CH3:2], predict the reaction product. The product is: [CH2:1]([O:3][C:4]([C:6]1[C:7]2[O:14][C:13]([C:15]([OH:17])=[O:16])=[C:12]([NH:25][C:26]3[CH:31]=[CH:30][C:29]([Si:32]([CH3:35])([CH3:34])[CH3:33])=[CH:28][C:27]=3[F:36])[C:8]=2[CH:9]=[N:10][CH:11]=1)=[O:5])[CH3:2]. (2) Given the reactants [NH2:1][CH:2]([C:7]1[CH:12]=[CH:11][C:10]([OH:13])=[CH:9][CH:8]=1)[CH2:3][C:4]([OH:6])=[O:5].S(Cl)(Cl)=O.[CH3:18]O, predict the reaction product. The product is: [CH3:18][O:5][C:4](=[O:6])[CH2:3][CH:2]([NH2:1])[C:7]1[CH:8]=[CH:9][C:10]([OH:13])=[CH:11][CH:12]=1.